Predict the reaction yield, written as a fraction of the theoretical maximum amount of product (1.0 means a 100% yield; for example, 0.34 means a 34% yield). From a dataset of Reaction yield outcomes from USPTO patents with 853,638 reactions. (1) The reactants are [OH-].[Na+].Cl.[CH3:4][C:5]1[CH:10]=[CH:9][N:8]=[C:7]([SH:11])[N:6]=1.I[CH3:13]. The catalyst is O. The product is [CH3:4][C:5]1[CH:10]=[CH:9][N:8]=[C:7]([S:11][CH3:13])[N:6]=1. The yield is 0.860. (2) The reactants are CN1C=CN=C1.[CH:7]1([CH2:12][C@H:13]([CH2:24][N:25]([CH:34]=[O:35])[O:26][CH2:27][C:28]2[CH:33]=[CH:32][CH:31]=[CH:30][CH:29]=2)[C:14]([N:16]2[C@H:20]([C:21]([OH:23])=O)[CH2:19][CH:18]=[N:17]2)=[O:15])[CH2:11][CH2:10][CH2:9][CH2:8]1.S(Cl)(C)(=O)=O.[F:41][C:42]1[CH:43]=[CH:44][C:45]([NH2:48])=[N:46][CH:47]=1. The catalyst is CN(C)C=O. The product is [CH:7]1([CH2:12][C@H:13]([CH2:24][N:25]([CH:34]=[O:35])[O:26][CH2:27][C:28]2[CH:29]=[CH:30][CH:31]=[CH:32][CH:33]=2)[C:14]([N:16]2[C@H:20]([C:21]([NH:48][C:45]3[CH:44]=[CH:43][C:42]([F:41])=[CH:47][N:46]=3)=[O:23])[CH2:19][CH:18]=[N:17]2)=[O:15])[CH2:11][CH2:10][CH2:9][CH2:8]1. The yield is 0.560. (3) The reactants are [CH2:1]([N:8]1[CH2:13][CH2:12][C:11]([CH2:23][NH2:24])([N:14]2[CH2:19][CH2:18][N:17]([CH:20]3[CH2:22][CH2:21]3)[CH2:16][CH2:15]2)[CH2:10][CH2:9]1)[C:2]1[CH:7]=[CH:6][CH:5]=[CH:4][CH:3]=1.[F:25][C:26]([F:37])([F:36])[C:27](O[C:27](=[O:28])[C:26]([F:37])([F:36])[F:25])=[O:28]. The catalyst is ClCCl. The product is [CH2:1]([N:8]1[CH2:13][CH2:12][C:11]([CH2:23][NH:24][C:27](=[O:28])[C:26]([F:37])([F:36])[F:25])([N:14]2[CH2:19][CH2:18][N:17]([CH:20]3[CH2:22][CH2:21]3)[CH2:16][CH2:15]2)[CH2:10][CH2:9]1)[C:2]1[CH:7]=[CH:6][CH:5]=[CH:4][CH:3]=1. The yield is 0.500. (4) The reactants are [CH3:1][C:2]1[CH2:7][CH2:6][C@@H:5]([C:8]([CH3:10])=[CH2:9])[CH2:4][CH:3]=1.B1([O-])OO1.[OH2:15].[OH2:16].O.O.[Na+].C(OC(=O)C)(=O)C. The catalyst is C1(C)C=CC=CC=1. The product is [CH3:1][C:2]12[O:15][CH:7]1[CH2:6][CH:5]([C:8]1([CH3:10])[O:16][CH2:9]1)[CH2:4][CH2:3]2. The yield is 0.970. (5) The reactants are Cl.[CH:2]([N:5]1[C:9]([C:10]2[N:19]=[C:18]3[N:12]([CH2:13][CH2:14][O:15][C:16]4[CH:23]=[C:22]([CH:24]5[CH2:29][CH2:28][NH:27][CH2:26][CH2:25]5)[CH:21]=[CH:20][C:17]=43)[CH:11]=2)=[N:8][C:7]([CH3:30])=[N:6]1)([CH3:4])[CH3:3].[CH2:31]([O:33][C:34](=[O:39])[C:35](Br)([CH3:37])[CH3:36])[CH3:32].C(=O)([O-])[O-].[Cs+].[Cs+]. The catalyst is CN(C=O)C. The product is [CH2:31]([O:33][C:34](=[O:39])[C:35]([N:27]1[CH2:28][CH2:29][CH:24]([C:22]2[CH:21]=[CH:20][C:17]3[C:18]4[N:12]([CH2:13][CH2:14][O:15][C:16]=3[CH:23]=2)[CH:11]=[C:10]([C:9]2[N:5]([CH:2]([CH3:4])[CH3:3])[N:6]=[C:7]([CH3:30])[N:8]=2)[N:19]=4)[CH2:25][CH2:26]1)([CH3:37])[CH3:36])[CH3:32]. The yield is 0.360. (6) The reactants are [CH3:1][N:2]([CH3:15])[CH2:3][CH2:4][O:5][C:6]1[CH:10]=[C:9](C(O)=O)[N:8]([CH3:14])[N:7]=1.C([N:18]([CH2:21]C)CC)C.C1C=CC(P(N=[N+]=[N-])(C2C=CC=CC=2)=[O:30])=CC=1.[CH2:40]([OH:47])[C:41]1[CH:46]=[CH:45][CH:44]=[CH:43][CH:42]=1. The catalyst is C1(C)C=CC=CC=1. The product is [CH3:15][N:2]([CH3:1])[CH2:3][CH2:4][O:5][C:6]1[CH:10]=[C:9]([NH:18][C:21](=[O:30])[O:47][CH2:40][C:41]2[CH:46]=[CH:45][CH:44]=[CH:43][CH:42]=2)[N:8]([CH3:14])[N:7]=1. The yield is 0.290.